From a dataset of Full USPTO retrosynthesis dataset with 1.9M reactions from patents (1976-2016). Predict the reactants needed to synthesize the given product. (1) Given the product [NH2:28][C:24]1[N:25]=[CH:26][N:27]=[C:22]([NH:1][C@H:2]([C:4]2[N:9]([C:10]3[CH:15]=[CH:14][CH:13]=[CH:12][CH:11]=3)[C:8](=[O:16])[C:7]3=[C:17]([CH3:20])[CH:18]=[CH:19][N:6]3[N:5]=2)[CH3:3])[C:23]=1[I:29], predict the reactants needed to synthesize it. The reactants are: [NH2:1][C@H:2]([C:4]1[N:9]([C:10]2[CH:15]=[CH:14][CH:13]=[CH:12][CH:11]=2)[C:8](=[O:16])[C:7]2=[C:17]([CH3:20])[CH:18]=[CH:19][N:6]2[N:5]=1)[CH3:3].Cl[C:22]1[N:27]=[CH:26][N:25]=[C:24]([NH2:28])[C:23]=1[I:29].[F-].[Cs+].C(N(CC)C(C)C)(C)C. (2) The reactants are: [OH:1][C:2]1[CH:3]=[CH:4][CH:5]=[C:6]2[C:11]=1[N:10]=[CH:9][CH:8]=[CH:7]2.[ClH:12].[CH2:13]=O. Given the product [Cl:12][CH2:13][C:5]1[CH:4]=[CH:3][C:2]([OH:1])=[C:11]2[C:6]=1[CH:7]=[CH:8][CH:9]=[N:10]2, predict the reactants needed to synthesize it. (3) Given the product [Si:1]([O:18][C@H:19]([C@H:22]1[O:26][C:25](=[O:27])[C@H:24]([CH3:28])[CH2:23]1)[CH2:20][CH3:21])([C:14]([CH3:15])([CH3:16])[CH3:17])([C:8]1[CH:13]=[CH:12][CH:11]=[CH:10][CH:9]=1)[C:2]1[CH:7]=[CH:6][CH:5]=[CH:4][CH:3]=1, predict the reactants needed to synthesize it. The reactants are: [Si:1]([O:18][C@H:19]([C@H:22]1[O:26][C:25](=[O:27])[CH2:24][CH2:23]1)[CH2:20][CH3:21])([C:14]([CH3:17])([CH3:16])[CH3:15])([C:8]1[CH:13]=[CH:12][CH:11]=[CH:10][CH:9]=1)[C:2]1[CH:7]=[CH:6][CH:5]=[CH:4][CH:3]=1.[CH:28]([N-]C(C)C)(C)C.[Li+].IC. (4) Given the product [CH3:1][CH:2]1[CH2:7][CH:6]([OH:8])[CH:5]([C:9]([CH3:11])=[CH2:10])[CH2:4][CH2:3]1, predict the reactants needed to synthesize it. The reactants are: [CH3:1][C@H:2]1[CH2:7][C@@H:6]([OH:8])[C@H:5]([C:9]([CH3:11])=[CH2:10])[CH2:4][CH2:3]1.CC(=CCCC(CC=O)C)C. (5) Given the product [Cl:29][C:30]1[C:31]([F:40])=[C:32]([C:33]([N:12]2[CH2:13][CH2:14][N:9]([C:3]3[CH:4]=[CH:5][C:6]([F:8])=[CH:7][C:2]=3[Cl:1])[C:10](=[O:28])[CH2:11]2)=[O:35])[CH:36]=[CH:37][C:38]=1[F:39], predict the reactants needed to synthesize it. The reactants are: [Cl:1][C:2]1[CH:7]=[C:6]([F:8])[CH:5]=[CH:4][C:3]=1[N:9]1[CH2:14][CH2:13][N:12](C(C2C=CC=C(C(F)(F)F)C=2Cl)=O)[CH2:11][C:10]1=[O:28].[Cl:29][C:30]1[C:31]([F:40])=[C:32]([CH:36]=[CH:37][C:38]=1[F:39])[C:33]([OH:35])=O. (6) Given the product [N:21]([C:18]1[CH:17]=[CH:16][C:15]([CH2:14][O:13][C:11]([NH:10][CH2:9][CH2:8][CH2:7][CH2:6][C@H:2]([NH:1][C:34]([O:33][C:30]([CH3:32])([CH3:31])[CH3:29])=[O:35])[C:3]([OH:5])=[O:4])=[O:12])=[CH:20][CH:19]=1)=[N+:22]=[N-:23], predict the reactants needed to synthesize it. The reactants are: [NH2:1][CH:2]([CH2:6][CH2:7][CH2:8][CH2:9][NH:10][C:11]([O:13][CH2:14][C:15]1[CH:20]=[CH:19][C:18]([N:21]=[N+:22]=[N-:23])=[CH:17][CH:16]=1)=[O:12])[C:3]([OH:5])=[O:4].C(=O)(O)[O-].[Na+].[CH3:29][C:30]([O:33][C:34](O[C:34]([O:33][C:30]([CH3:32])([CH3:31])[CH3:29])=[O:35])=[O:35])([CH3:32])[CH3:31].S(=O)(=O)(O)[O-].[K+]. (7) Given the product [CH2:1]([O:8][C:9]([N:11]1[CH2:15][C@@H:14]([O:16][CH2:24][CH:23]([F:32])[F:22])[CH2:13][C@H:12]1[C:17]([OH:19])=[O:18])=[O:10])[C:2]1[CH:7]=[CH:6][CH:5]=[CH:4][CH:3]=1, predict the reactants needed to synthesize it. The reactants are: [CH2:1]([O:8][C:9]([N:11]1[CH2:15][C@@H:14]([OH:16])[CH2:13][C@H:12]1[C:17]([OH:19])=[O:18])=[O:10])[C:2]1[CH:7]=[CH:6][CH:5]=[CH:4][CH:3]=1.[H-].[Na+].[F:22][CH:23]([F:32])[CH2:24]S(C(F)(F)F)(=O)=O. (8) Given the product [Br:13][C:14]1[N:15]=[C:16]([CH2:19][N:5]2[C:1](=[O:11])[C:2]3[C:3](=[CH:7][CH:8]=[CH:9][CH:10]=3)[C:4]2=[O:6])[S:17][CH:18]=1, predict the reactants needed to synthesize it. The reactants are: [C:1]1(=[O:11])[NH:5][C:4](=[O:6])[C:3]2=[CH:7][CH:8]=[CH:9][CH:10]=[C:2]12.[K].[Br:13][C:14]1[N:15]=[C:16]([CH2:19]Br)[S:17][CH:18]=1.C1OCCOCCOCCOCCOCCOC1. (9) The reactants are: Br[C:2]1[CH:13]=[CH:12][CH:11]=[CH:10][C:3]=1[CH2:4][C@@H:5]([C:7]([OH:9])=[O:8])[NH2:6].C([O-])([O-])=O.[K+].[K+]. Given the product [NH:6]1[C:10]2[C:3](=[CH:2][CH:13]=[CH:12][CH:11]=2)[CH2:4][C@H:5]1[C:7]([OH:9])=[O:8], predict the reactants needed to synthesize it.